This data is from Reaction yield outcomes from USPTO patents with 853,638 reactions. The task is: Predict the reaction yield, written as a fraction of the theoretical maximum amount of product (1.0 means a 100% yield; for example, 0.34 means a 34% yield). (1) The reactants are [C:1]1([C:7]2[CH:8]=[C:9]([C:19]([F:22])([F:21])[F:20])[C:10]3[N:11]([CH:13]=[C:14]([C:16]([OH:18])=[O:17])[N:15]=3)[CH:12]=2)[CH:6]=[CH:5][CH:4]=[CH:3][CH:2]=1.[Br:23]N1C(=O)CCC1=O. The catalyst is CN(C=O)C.CCOC(C)=O. The product is [Br:23][C:13]1[N:11]2[CH:12]=[C:7]([C:1]3[CH:2]=[CH:3][CH:4]=[CH:5][CH:6]=3)[CH:8]=[C:9]([C:19]([F:21])([F:22])[F:20])[C:10]2=[N:15][C:14]=1[C:16]([OH:18])=[O:17]. The yield is 0.300. (2) The reactants are [OH:1][CH2:2][CH2:3][CH2:4][O:5][C:6](=[O:9])[CH:7]=[CH2:8].[CH3:10][O:11][C:12](=[O:16])[C:13]([CH3:15])=[CH2:14].CC(N=NC(C#N)(C)C)(C#N)C. The catalyst is C1COCC1. The product is [OH:1][CH2:2][CH2:3][CH2:4][O:5][C:6](=[O:9])[CH:7]=[CH2:8].[CH3:10][O:11][C:12](=[O:16])[C:13]([CH3:15])=[CH2:14]. The yield is 0.820.